Dataset: Reaction yield outcomes from USPTO patents with 853,638 reactions. Task: Predict the reaction yield, written as a fraction of the theoretical maximum amount of product (1.0 means a 100% yield; for example, 0.34 means a 34% yield). (1) The reactants are Br[C:2]1[CH:18]=[CH:17][C:5]([O:6][CH:7]([CH3:16])[CH2:8][NH:9][S:10]([CH:13]([CH3:15])[CH3:14])(=[O:12])=[O:11])=[CH:4][CH:3]=1.[CH2:19]([O:21][C:22]([C:24]1[CH:29]=[CH:28][C:27](B(O)O)=[CH:26][CH:25]=1)=[O:23])[CH3:20].C(=O)([O-])[O-].[Na+].[Na+]. The catalyst is Cl[Pd](Cl)([P](C1C=CC=CC=1)(C1C=CC=CC=1)C1C=CC=CC=1)[P](C1C=CC=CC=1)(C1C=CC=CC=1)C1C=CC=CC=1.COCCOC. The product is [CH3:16][CH:7]([O:6][C:5]1[CH:17]=[CH:18][C:2]([C:27]2[CH:28]=[CH:29][C:24]([C:22]([O:21][CH2:19][CH3:20])=[O:23])=[CH:25][CH:26]=2)=[CH:3][CH:4]=1)[CH2:8][NH:9][S:10]([CH:13]([CH3:15])[CH3:14])(=[O:12])=[O:11]. The yield is 0.100. (2) The reactants are [OH:1][CH2:2][C@@H:3]1[CH2:7][CH2:6][C@H:5]([CH3:8])[N:4]1[C:9]([O:11][C:12]([CH3:15])([CH3:14])[CH3:13])=[O:10].[Br-].[Na+].C(=O)(O)[O-].[Na+].Cl[O-].[Na+]. The catalyst is ClCCl.CC1(C)N([O])C(C)(C)CCC1. The product is [CH:2]([C@@H:3]1[CH2:7][CH2:6][C@H:5]([CH3:8])[N:4]1[C:9]([O:11][C:12]([CH3:13])([CH3:15])[CH3:14])=[O:10])=[O:1]. The yield is 0.770. (3) The product is [CH3:12][C:5]([CH3:13])([CH2:6][CH2:7][CH2:8][CH2:9][CH2:10][CH3:11])[CH2:4][OH:3]. The catalyst is C1COCC1. The reactants are C([O:3][C:4](=O)[C:5]([CH3:13])([CH3:12])[CH2:6][CH2:7][CH2:8][CH2:9][CH2:10][CH3:11])C.[H-].[H-].[H-].[H-].[Li+].[Al+3].C1COCC1. The yield is 0.690. (4) The reactants are [NH:1]1[C:5]2=[CH:6][N:7]=[CH:8][CH:9]=[C:4]2[C:3]([C:10]([O:12][CH3:13])=[O:11])=[N:2]1.[I:14][C:15]1[CH:16]=[C:17](B(O)O)[CH:18]=[CH:19][CH:20]=1. No catalyst specified. The product is [I:14][C:15]1[CH:20]=[C:19]([N:1]2[C:5]3=[CH:6][N:7]=[CH:8][CH:9]=[C:4]3[C:3]([C:10]([O:12][CH3:13])=[O:11])=[N:2]2)[CH:18]=[CH:17][CH:16]=1. The yield is 0.340. (5) The reactants are [OH:1][CH2:2][C:3]([O:5][CH2:6][CH3:7])=[O:4].N1C=CN=C1.[C:13]([Si:17](Cl)([CH3:19])[CH3:18])([CH3:16])([CH3:15])[CH3:14]. The catalyst is C(Cl)Cl. The product is [Si:17]([O:1][CH2:2][C:3]([O:5][CH2:6][CH3:7])=[O:4])([C:13]([CH3:16])([CH3:15])[CH3:14])([CH3:19])[CH3:18]. The yield is 1.00. (6) The reactants are FC(F)(F)C(O)=O.[CH3:8][N:9]1[N:25]=[CH:24][C:23]2[NH:22][C:21](=[O:26])[C@@H:20]([CH:27]([CH3:29])[CH3:28])[CH:19]=[CH:18][CH2:17][C@H:16]([NH:30][C:31](=[O:37])[O:32][C:33]([CH3:36])([CH3:35])[CH3:34])[C:15]3[CH:38]=[C:11]([CH:12]=[CH:13][N:14]=3)[C:10]1=2. The catalyst is O=[Pt]=O.CCO. The product is [CH3:8][N:9]1[N:25]=[CH:24][C:23]2[NH:22][C:21](=[O:26])[C@@H:20]([CH:27]([CH3:29])[CH3:28])[CH2:19][CH2:18][CH2:17][C@H:16]([NH:30][C:31](=[O:37])[O:32][C:33]([CH3:36])([CH3:35])[CH3:34])[C:15]3[CH:38]=[C:11]([CH:12]=[CH:13][N:14]=3)[C:10]1=2. The yield is 0.760. (7) The reactants are [Br:1][C:2]1[CH:3]=[C:4]([NH2:9])[CH:5]=[N:6][C:7]=1[Cl:8].[CH3:10][C:11]1([CH3:19])[CH2:16][CH:15]([CH:17]=O)[CH2:14][CH2:13][O:12]1.C(O)(=O)C.C(O[BH-](OC(=O)C)OC(=O)C)(=O)C.[Na+]. The catalyst is C(Cl)Cl. The product is [Br:1][C:2]1[CH:3]=[C:4]([NH:9][CH2:17][CH:15]2[CH2:14][CH2:13][O:12][C:11]([CH3:19])([CH3:10])[CH2:16]2)[CH:5]=[N:6][C:7]=1[Cl:8]. The yield is 0.452. (8) The product is [NH2:39][C:35]1[C:36]2[C:31](=[CH:30][C:29]([CH2:28][NH:27][C:19](=[O:20])[C:18]3[CH:22]=[C:14]([C:12](=[O:13])[C:11]4[CH:10]=[CH:9][C:8]([CH2:7][N:5]5[CH:6]=[C:2]([CH3:1])[CH:3]=[N:4]5)=[CH:24][CH:23]=4)[CH:15]=[N:16][CH:17]=3)=[CH:38][CH:37]=2)[CH:32]=[CH:33][N:34]=1. The catalyst is CN(C=O)C.C(Cl)Cl. The yield is 0.168. The reactants are [CH3:1][C:2]1[CH:3]=[N:4][N:5]([CH2:7][C:8]2[CH:24]=[CH:23][C:11]([C:12]([C:14]3[CH:15]=[N:16][CH:17]=[C:18]([CH:22]=3)[C:19](O)=[O:20])=[O:13])=[CH:10][CH:9]=2)[CH:6]=1.Cl.Cl.[NH2:27][CH2:28][C:29]1[CH:30]=[C:31]2[C:36](=[CH:37][CH:38]=1)[C:35]([NH2:39])=[N:34][CH:33]=[CH:32]2.CN(C(ON1N=NC2C=CC=NC1=2)=[N+](C)C)C.F[P-](F)(F)(F)(F)F.C(N(CC)C(C)C)(C)C. (9) The reactants are [CH3:1][O:2][C:3]1[CH:28]=[C:27]([C:29]([F:32])([F:31])[F:30])[CH:26]=[C:25]([S:33][CH3:34])[C:4]=1[C:5]([NH:7][C:8]1([C:19]2[CH:24]=[CH:23][CH:22]=[CH:21][CH:20]=2)[CH2:13][CH:12]([O:14]COC)[CH2:11][N:10]([CH3:18])[CH2:9]1)=[O:6].Cl. The catalyst is CO. The product is [OH:14][CH:12]1[CH2:11][N:10]([CH3:18])[CH2:9][C:8]([NH:7][C:5](=[O:6])[C:4]2[C:25]([S:33][CH3:34])=[CH:26][C:27]([C:29]([F:30])([F:31])[F:32])=[CH:28][C:3]=2[O:2][CH3:1])([C:19]2[CH:24]=[CH:23][CH:22]=[CH:21][CH:20]=2)[CH2:13]1. The yield is 0.520. (10) The reactants are [Br:1][C:2]1[CH:7]=[CH:6][C:5]([OH:8])=[C:4]([O:9][CH3:10])[CH:3]=1.[CH2:11]([CH:13](Cl)[C:14]1[CH:19]=[CH:18][CH:17]=[CH:16][CH:15]=1)C.[C:21]([O-])([O-])=O.[K+].[K+].O. The catalyst is CN(C=O)C. The product is [Br:1][C:2]1[CH:7]=[CH:6][C:5]([O:8][CH2:21][C:17]2[CH:16]=[CH:15][C:14]([CH2:13][CH3:11])=[CH:19][CH:18]=2)=[C:4]([O:9][CH3:10])[CH:3]=1. The yield is 0.990.